From a dataset of Microsomal clearance measurements from AstraZeneca. Regression/Classification. Given a drug SMILES string, predict its absorption, distribution, metabolism, or excretion properties. Task type varies by dataset: regression for continuous measurements (e.g., permeability, clearance, half-life) or binary classification for categorical outcomes (e.g., BBB penetration, CYP inhibition). For this dataset (clearance_microsome_az), we predict log10(clearance) (log10 of the in vitro intrinsic clearance, CLint, in uL/min per mg of human liver microsomal protein, equivalently mL/min/g; values are censored to the assay range of 3 to 150, which is 0.477 to 2.18 on this log10 scale). (1) The compound is COCC1=C(C(=O)OC(C)OC(=O)OC(C)C)N2C(=O)[C@@H](NC(=O)/C(=N\OC)c3csc(N)n3)[C@H]2SC1. The log10(clearance) is 2.18. (2) The drug is COCC(C)n1nc(C)c(C(=O)N[C@@H](C)C(C)(C)C)c1NS(=O)(=O)c1ccc(C)cc1. The log10(clearance) is 0.780.